This data is from TCR-epitope binding with 47,182 pairs between 192 epitopes and 23,139 TCRs. The task is: Binary Classification. Given a T-cell receptor sequence (or CDR3 region) and an epitope sequence, predict whether binding occurs between them. (1) The epitope is FRYMNSQGL. The TCR CDR3 sequence is CASSSGTVKPTEAFF. Result: 1 (the TCR binds to the epitope). (2) The epitope is LPRRSGAAGA. The TCR CDR3 sequence is CASSLVFSGAKNIQYF. Result: 0 (the TCR does not bind to the epitope). (3) The epitope is KRWIIMGLNK. The TCR CDR3 sequence is CASRTGQGAYEQYF. Result: 1 (the TCR binds to the epitope). (4) Result: 0 (the TCR does not bind to the epitope). The epitope is VLWAHGFEL. The TCR CDR3 sequence is CASSQTDRSYEQYF. (5) Result: 0 (the TCR does not bind to the epitope). The TCR CDR3 sequence is CASSQLATGYGYTF. The epitope is FIAGLIAIV. (6) Result: 1 (the TCR binds to the epitope). The TCR CDR3 sequence is CASSFGGLEQYF. The epitope is FLNGSCGSV. (7) The TCR CDR3 sequence is CASSQGQGHTEAFF. Result: 0 (the TCR does not bind to the epitope). The epitope is SLYNTVATL.